This data is from NCI-60 drug combinations with 297,098 pairs across 59 cell lines. The task is: Regression. Given two drug SMILES strings and cell line genomic features, predict the synergy score measuring deviation from expected non-interaction effect. (1) Drug 1: C1CCC(CC1)NC(=O)N(CCCl)N=O. Drug 2: C1C(C(OC1N2C=NC(=NC2=O)N)CO)O. Cell line: HOP-92. Synergy scores: CSS=34.4, Synergy_ZIP=-0.228, Synergy_Bliss=6.49, Synergy_Loewe=6.46, Synergy_HSA=9.18. (2) Drug 1: CC1C(C(CC(O1)OC2CC(OC(C2O)C)OC3=CC4=CC5=C(C(=O)C(C(C5)C(C(=O)C(C(C)O)O)OC)OC6CC(C(C(O6)C)O)OC7CC(C(C(O7)C)O)OC8CC(C(C(O8)C)O)(C)O)C(=C4C(=C3C)O)O)O)O. Drug 2: CC1C(C(CC(O1)OC2CC(CC3=C2C(=C4C(=C3O)C(=O)C5=C(C4=O)C(=CC=C5)OC)O)(C(=O)CO)O)N)O.Cl. Cell line: SW-620. Synergy scores: CSS=40.9, Synergy_ZIP=0.880, Synergy_Bliss=6.03, Synergy_Loewe=1.06, Synergy_HSA=5.73.